This data is from Full USPTO retrosynthesis dataset with 1.9M reactions from patents (1976-2016). The task is: Predict the reactants needed to synthesize the given product. Given the product [CH3:27][C:28]([N:29]([CH3:31])[CH3:30])=[O:10].[CH3:30][N:29]([CH3:31])[C:28](=[O:11])[CH3:27], predict the reactants needed to synthesize it. The reactants are: C1C=CC2N([OH:10])N=NC=2C=1.[OH:11]N1C2C=CC=CC=2N=N1.C(N=C=NC[CH2:27][CH2:28][N:29]([CH3:31])[CH3:30])C.